From a dataset of Forward reaction prediction with 1.9M reactions from USPTO patents (1976-2016). Predict the product of the given reaction. (1) Given the reactants [C:1](Cl)(=[O:3])[CH3:2].[CH3:5][O:6][C:7]([C:9]1[S:28][C:12]2[C:13]3[CH:14]=[CH:15][CH:16]=[C:17]([NH:20][CH2:21][CH:22]4[CH2:27][CH2:26][CH2:25][CH2:24][CH2:23]4)[C:18]=3[S:19][C:11]=2[C:10]=1[O:29][CH2:30][C:31]([O:33][CH2:34][CH3:35])=[O:32])=[O:8], predict the reaction product. The product is: [CH3:5][O:6][C:7]([C:9]1[S:28][C:12]2[C:13]3[CH:14]=[CH:15][CH:16]=[C:17]([N:20]([C:1](=[O:3])[CH3:2])[CH2:21][CH:22]4[CH2:27][CH2:26][CH2:25][CH2:24][CH2:23]4)[C:18]=3[S:19][C:11]=2[C:10]=1[O:29][CH2:30][C:31]([O:33][CH2:34][CH3:35])=[O:32])=[O:8]. (2) Given the reactants C[O:2][CH:3](OC)[C:4]1[CH:9]=[CH:8][C:7]([C:10]2[CH:11]=[N:12][C:13]([O:16][Si](C(C)(C)C)(C3C=CC=CC=3)C3C=CC=CC=3)=[N:14][CH:15]=2)=[CH:6][CH:5]=1.Cl, predict the reaction product. The product is: [O:16]=[C:13]1[N:12]=[CH:11][C:10]([C:7]2[CH:8]=[CH:9][C:4]([CH:3]=[O:2])=[CH:5][CH:6]=2)=[CH:15][NH:14]1. (3) The product is: [CH2:31]([O:30][C:26]1[C:25]([O:38][CH2:39][C:40]2[CH:45]=[CH:44][CH:43]=[CH:42][CH:41]=2)=[C:24]([O:23][CH2:16][C:17]2[CH:18]=[CH:19][CH:20]=[CH:21][CH:22]=2)[CH:29]=[CH:28][C:27]=1[CH:14]=[O:15])[C:32]1[CH:33]=[CH:34][CH:35]=[CH:36][CH:37]=1. Given the reactants O=P(Cl)(Cl)Cl.CN([CH:14]=[O:15])C1C=CC=CC=1.[CH2:16]([O:23][C:24]1[CH:29]=[CH:28][CH:27]=[C:26]([O:30][CH2:31][C:32]2[CH:37]=[CH:36][CH:35]=[CH:34][CH:33]=2)[C:25]=1[O:38][CH2:39][C:40]1[CH:45]=[CH:44][CH:43]=[CH:42][CH:41]=1)[C:17]1[CH:22]=[CH:21][CH:20]=[CH:19][CH:18]=1, predict the reaction product. (4) Given the reactants [C:1]([CH2:3][CH2:4][N:5]([C:12]1[CH:17]=[C:16]([CH3:18])[N:15]=[C:14]([N:19]2[CH:23]=[CH:22][N:21]=[CH:20]2)[N:13]=1)[CH2:6][C:7]([O:9]CC)=[O:8])#[N:2].[Li+].[OH-].O.Cl, predict the reaction product. The product is: [C:1]([CH2:3][CH2:4][N:5]([C:12]1[CH:17]=[C:16]([CH3:18])[N:15]=[C:14]([N:19]2[CH:23]=[CH:22][N:21]=[CH:20]2)[N:13]=1)[CH2:6][C:7]([OH:9])=[O:8])#[N:2]. (5) Given the reactants [NH2:1][CH2:2][CH2:3][CH2:4][CH2:5][N:6]1[C:14]2[CH:13]=[CH:12][N:11]=[C:10]([NH2:15])[C:9]=2[N:8]=[C:7]1[S:16][C:17]1[C:25]([I:26])=[CH:24][C:20]2[O:21][CH2:22][O:23][C:19]=2[CH:18]=1.[C:27](OC(=O)C)(=[O:29])[CH3:28], predict the reaction product. The product is: [NH2:15][C:10]1[C:9]2[N:8]=[C:7]([S:16][C:17]3[C:25]([I:26])=[CH:24][C:20]4[O:21][CH2:22][O:23][C:19]=4[CH:18]=3)[N:6]([CH2:5][CH2:4][CH2:3][CH2:2][NH:1][C:27](=[O:29])[CH3:28])[C:14]=2[CH:13]=[CH:12][N:11]=1.